From a dataset of Forward reaction prediction with 1.9M reactions from USPTO patents (1976-2016). Predict the product of the given reaction. (1) Given the reactants [NH2:1][N:2]1[N:11]=[C:10]([C:12]2[CH:17]=[CH:16][CH:15]=[CH:14][CH:13]=2)[C:9]2[CH2:8][CH2:7][CH2:6][CH2:5][C:4]=2[C:3]1=[O:18].[F:19][C:20]1[CH:21]=[C:22]([CH2:27][C:28](O)=[O:29])[CH:23]=[C:24]([F:26])[CH:25]=1, predict the reaction product. The product is: [F:19][C:20]1[CH:21]=[C:22]([CH2:27][C:28]([NH:1][N:2]2[N:11]=[C:10]([C:12]3[CH:13]=[CH:14][CH:15]=[CH:16][CH:17]=3)[C:9]3[CH2:8][CH2:7][CH2:6][CH2:5][C:4]=3[C:3]2=[O:18])=[O:29])[CH:23]=[C:24]([F:26])[CH:25]=1. (2) Given the reactants Br[C:2]1[CH:3]=[N:4][CH:5]=[CH:6][C:7]=1[Cl:8].[CH3:9][N:10]1[CH:14]=[C:13](B2OC(C)(C)C(C)(C)O2)[CH:12]=[N:11]1.C(=O)([O-])[O-].[Na+].[Na+].C(OCC)(=O)C, predict the reaction product. The product is: [Cl:8][C:7]1[CH:6]=[CH:5][N:4]=[CH:3][C:2]=1[C:13]1[CH:12]=[N:11][N:10]([CH3:9])[CH:14]=1. (3) Given the reactants [Cl:1][C:2]1[CH:3]=[C:4]2[C:9](=[CH:10][C:11]=1F)[O:8][CH:7]([C:13]([F:16])([F:15])[F:14])[C:6]([C:17]([O:19][CH2:20][CH3:21])=[O:18])=[CH:5]2.CS(CCO)(=O)=[O:24].[H-].[Na+], predict the reaction product. The product is: [Cl:1][C:2]1[CH:3]=[C:4]2[C:9](=[CH:10][C:11]=1[OH:24])[O:8][CH:7]([C:13]([F:16])([F:15])[F:14])[C:6]([C:17]([O:19][CH2:20][CH3:21])=[O:18])=[CH:5]2. (4) Given the reactants [CH3:1][N:2]1[CH2:7][CH2:6][N:5]([CH2:8][CH2:9][C:10]2[N:14]3[CH:15]=[C:16]([O:19][C@H:20]4[C:29]5[C:24](=[CH:25][CH:26]=[CH:27][CH:28]=5)[C@@H:23]([NH2:30])[CH2:22][CH2:21]4)[CH:17]=[CH:18][C:13]3=[N:12][N:11]=2)[CH2:4][CH2:3]1.ClC(Cl)(Cl)C[O:34][C:35](=[O:53])[NH:36][C:37]1[N:38]([C:46]2[CH:51]=[CH:50][C:49]([CH3:52])=[CH:48][CH:47]=2)[N:39]=[C:40]([C:42]([CH3:45])([CH3:44])[CH3:43])[CH:41]=1.CCN(C(C)C)C(C)C.C(O)=O, predict the reaction product. The product is: [CH:35]([OH:53])=[O:34].[C:42]([C:40]1[CH:41]=[C:37]([NH:36][C:35]([NH:30][C@@H:23]2[C:24]3[C:29](=[CH:28][CH:27]=[CH:26][CH:25]=3)[C@H:20]([O:19][C:16]3[CH:17]=[CH:18][C:13]4[N:14]([C:10]([CH2:9][CH2:8][N:5]5[CH2:4][CH2:3][N:2]([CH3:1])[CH2:7][CH2:6]5)=[N:11][N:12]=4)[CH:15]=3)[CH2:21][CH2:22]2)=[O:34])[N:38]([C:46]2[CH:51]=[CH:50][C:49]([CH3:52])=[CH:48][CH:47]=2)[N:39]=1)([CH3:45])([CH3:43])[CH3:44]. (5) Given the reactants [CH2:1]([N:3]([C:29](=O)[C:30]1[CH:35]=[CH:34][C:33]([OH:36])=[C:32]([F:37])[CH:31]=1)[C:4]1[CH:9]=[C:8]([O:10][CH3:11])[CH:7]=[CH:6][C:5]=1[C@@H:12]1[CH2:21][CH2:20][C:19]2[CH:18]=[C:17]([O:22]C(=O)C(C)(C)C)[CH:16]=[CH:15][C:14]=2[CH2:13]1)[CH3:2].Cl[CH2:40][C:41]([N:43]([CH2:45][CH3:46])[CH3:44])=O, predict the reaction product. The product is: [CH2:1]([N:3]([CH2:29][C:30]1[CH:35]=[CH:34][C:33]([O:36][CH2:40][CH2:41][N:43]([CH2:45][CH3:46])[CH3:44])=[C:32]([F:37])[CH:31]=1)[C:4]1[CH:9]=[C:8]([O:10][CH3:11])[CH:7]=[CH:6][C:5]=1[C@@H:12]1[CH2:21][CH2:20][C:19]2[CH:18]=[C:17]([OH:22])[CH:16]=[CH:15][C:14]=2[CH2:13]1)[CH3:2]. (6) Given the reactants C(OC(=O)[NH:7][CH:8]1[CH2:12][CH2:11][N:10]([C:13]2[C:22]3[C:17](=[CH:18][CH:19]=[CH:20][CH:21]=3)[N:16]=[CH:15][CH:14]=2)[CH2:9]1)(C)(C)C, predict the reaction product. The product is: [N:16]1[C:17]2[C:22](=[CH:21][CH:20]=[CH:19][CH:18]=2)[C:13]([N:10]2[CH2:11][CH2:12][CH:8]([NH2:7])[CH2:9]2)=[CH:14][CH:15]=1.